From a dataset of Peptide-MHC class I binding affinity with 185,985 pairs from IEDB/IMGT. Regression. Given a peptide amino acid sequence and an MHC pseudo amino acid sequence, predict their binding affinity value. This is MHC class I binding data. (1) The peptide sequence is CQLMYALEPR. The MHC is HLA-A11:01 with pseudo-sequence HLA-A11:01. The binding affinity (normalized) is 0.661. (2) The binding affinity (normalized) is 0.817. The peptide sequence is KMDIGVPLL. The MHC is HLA-A02:01 with pseudo-sequence HLA-A02:01. (3) The peptide sequence is EDVWQLFETSI. The MHC is Mamu-A11 with pseudo-sequence Mamu-A11. The binding affinity (normalized) is 0.611. (4) The peptide sequence is AELLAACF. The MHC is HLA-B45:01 with pseudo-sequence HLA-B45:01. The binding affinity (normalized) is 0.491. (5) The peptide sequence is ETQTGMHAH. The MHC is HLA-B18:01 with pseudo-sequence HLA-B18:01. The binding affinity (normalized) is 0.0847. (6) The MHC is HLA-B51:01 with pseudo-sequence HLA-B51:01. The peptide sequence is RGYVWTNGY. The binding affinity (normalized) is 0.0847.